This data is from Peptide-MHC class II binding affinity with 134,281 pairs from IEDB. The task is: Regression. Given a peptide amino acid sequence and an MHC pseudo amino acid sequence, predict their binding affinity value. This is MHC class II binding data. (1) The peptide sequence is LFFNHHKVMLLGHDD. The binding affinity (normalized) is 0.624. The MHC is DRB1_1101 with pseudo-sequence DRB1_1101. (2) The peptide sequence is KQQVIAELYEKFFRI. The MHC is HLA-DPA10301-DPB10402 with pseudo-sequence HLA-DPA10301-DPB10402. The binding affinity (normalized) is 1.00. (3) The MHC is DRB1_0101 with pseudo-sequence DRB1_0101. The peptide sequence is EAMSCDFNGGKISVQ. The binding affinity (normalized) is 0.786. (4) The peptide sequence is YDKFLANVSTVLTEK. The MHC is DRB3_0202 with pseudo-sequence DRB3_0202. The binding affinity (normalized) is 0.994. (5) The peptide sequence is LSYRSLQPETFAVVD. The MHC is DRB3_0101 with pseudo-sequence DRB3_0101. The binding affinity (normalized) is 0.542. (6) The peptide sequence is GELQIVDKIAAAFKI. The MHC is DRB3_0202 with pseudo-sequence DRB3_0202. The binding affinity (normalized) is 0.241. (7) The peptide sequence is NAGFKAALAAAAGVP. The MHC is DRB1_1501 with pseudo-sequence DRB1_1501. The binding affinity (normalized) is 0.559. (8) The binding affinity (normalized) is 0.399. The peptide sequence is YDKKLANVSTVLTGK. The MHC is DRB1_0404 with pseudo-sequence DRB1_0404.